From a dataset of Full USPTO retrosynthesis dataset with 1.9M reactions from patents (1976-2016). Predict the reactants needed to synthesize the given product. (1) Given the product [C:1]([N:4]1[CH2:5][CH2:6][CH:7]([O:10][C:11]2[CH:12]=[C:13]3[C:17](=[CH:18][CH:19]=2)[NH:16][N:15]=[C:14]3[CH2:30][N:31]([CH3:43])[CH2:32][CH2:33][N:34]([CH3:42])[C:35](=[O:41])[O:36][C:37]([CH3:38])([CH3:39])[CH3:40])[CH2:8][CH2:9]1)(=[O:3])[CH3:2], predict the reactants needed to synthesize it. The reactants are: [C:1]([N:4]1[CH2:9][CH2:8][CH:7]([O:10][C:11]2[CH:12]=[C:13]3[C:17](=[CH:18][CH:19]=2)[N:16](S(C2C=CC(C)=CC=2)(=O)=O)[N:15]=[C:14]3[CH2:30][N:31]([CH3:43])[CH2:32][CH2:33][N:34]([CH3:42])[C:35](=[O:41])[O:36][C:37]([CH3:40])([CH3:39])[CH3:38])[CH2:6][CH2:5]1)(=[O:3])[CH3:2].[OH-].[Na+]. (2) Given the product [F:22][C:16]1[CH:17]=[CH:18][C:19]([F:21])=[CH:20][C:15]=1[C:13]1[CH2:12][N:11]([C:23]([N:25]([C@H:26]2[CH2:31][CH2:30][NH:29][CH2:28][C@H:27]2[F:42])[CH3:43])=[O:24])[C@:10]([CH2:9][OH:8])([C:44]2[CH:49]=[CH:48][CH:47]=[CH:46][CH:45]=2)[CH:14]=1, predict the reactants needed to synthesize it. The reactants are: [Si]([O:8][CH2:9][C@@:10]1([C:44]2[CH:49]=[CH:48][CH:47]=[CH:46][CH:45]=2)[CH:14]=[C:13]([C:15]2[CH:20]=[C:19]([F:21])[CH:18]=[CH:17][C:16]=2[F:22])[CH2:12][N:11]1[C:23]([N:25]([CH3:43])[C@H:26]1[CH2:31][CH2:30][N:29](C(OCC2C=CC=CC=2)=O)[CH2:28][C@H:27]1[F:42])=[O:24])(C(C)(C)C)(C)C.C1CC=CCC=1. (3) Given the product [CH3:15][O:16][C:17]1[CH:18]=[C:19]([CH2:20][CH2:21][NH:22][C:12](=[O:14])[CH2:11][C:1]2[C:10]3[C:5](=[CH:6][CH:7]=[CH:8][CH:9]=3)[CH:4]=[CH:3][CH:2]=2)[CH:23]=[CH:24][C:25]=1[O:26][CH3:27], predict the reactants needed to synthesize it. The reactants are: [C:1]1([CH2:11][C:12]([OH:14])=O)[C:10]2[C:5](=[CH:6][CH:7]=[CH:8][CH:9]=2)[CH:4]=[CH:3][CH:2]=1.[CH3:15][O:16][C:17]1[CH:18]=[C:19]([CH:23]=[CH:24][C:25]=1[O:26][CH3:27])[CH2:20][CH2:21][NH2:22].CCOCC. (4) Given the product [CH2:1]([NH:8][CH2:9][CH2:10][CH:11]([OH:17])[CH:12]([O:15][CH3:16])[O:13][CH3:14])[C:2]1[CH:7]=[CH:6][CH:5]=[CH:4][CH:3]=1, predict the reactants needed to synthesize it. The reactants are: [CH2:1]([NH:8]/[CH:9]=[CH:10]/[C:11](=[O:17])[CH:12]([O:15][CH3:16])[O:13][CH3:14])[C:2]1[CH:7]=[CH:6][CH:5]=[CH:4][CH:3]=1.[BH4-].[Na+]. (5) Given the product [NH2:1][C:4]1[CH:15]=[CH:14][C:7]2[C:8](=[O:13])[NH:9][CH2:10][CH2:11][O:12][C:6]=2[CH:5]=1, predict the reactants needed to synthesize it. The reactants are: [N+:1]([C:4]1[CH:15]=[CH:14][C:7]2[C:8](=[O:13])[NH:9][CH2:10][CH2:11][O:12][C:6]=2[CH:5]=1)([O-])=O.CN(C=O)C. (6) Given the product [Cl:13][C:4]1[CH:5]=[C:6]([C:8]([O:10][CH2:11][CH3:12])=[O:9])[NH:7][C:3]=1[CH2:1][CH3:2], predict the reactants needed to synthesize it. The reactants are: [CH2:1]([C:3]1[NH:7][C:6]([C:8]([O:10][CH2:11][CH3:12])=[O:9])=[CH:5][CH:4]=1)[CH3:2].[Cl:13]C1C=C(C(OCC)=O)NC=1C. (7) Given the product [O:1]1[C:5]2[CH:6]=[CH:7][CH:8]=[CH:9][C:4]=2[CH:3]([N:14]2[CH2:13][CH2:12][N:11]([C:17]([O:19][C:20]([CH3:23])([CH3:22])[CH3:21])=[O:18])[CH2:16][CH2:15]2)[CH2:2]1, predict the reactants needed to synthesize it. The reactants are: [O:1]1[C:5]2[CH:6]=[CH:7][CH:8]=[CH:9][C:4]=2[C:3](=O)[CH2:2]1.[N:11]1([C:17]([O:19][C:20]([CH3:23])([CH3:22])[CH3:21])=[O:18])[CH2:16][CH2:15][NH:14][CH2:13][CH2:12]1.C(=O)(O)[O-].[Na+].C(O[BH-](OC(=O)C)OC(=O)C)(=O)C.[Na+].[H][H].